This data is from Reaction yield outcomes from USPTO patents with 853,638 reactions. The task is: Predict the reaction yield, written as a fraction of the theoretical maximum amount of product (1.0 means a 100% yield; for example, 0.34 means a 34% yield). (1) The yield is 0.810. The reactants are [CH3:1][O:2][C:3](=[O:53])[C@H:4]([CH2:17][C:18]1[CH:23]=[CH:22][C:21]([NH:24][C:25](=[O:52])[C@H:26]([NH:34]C(OCC2C3C(=CC=CC=3)C3C2=CC=CC=3)=O)[CH2:27][C:28]2[CH:29]=[N:30][CH:31]=[CH:32][CH:33]=2)=[CH:20][CH:19]=1)[NH:5][C:6]([C:8]1[C:13]([CH3:14])=[CH:12][CH:11]=[CH:10][C:9]=1[CH2:15][CH3:16])=[S:7].N1CCCCC1. The product is [CH3:1][O:2][C:3](=[O:53])[C@H:4]([CH2:17][C:18]1[CH:23]=[CH:22][C:21]([NH:24][C:25](=[O:52])[C@H:26]([NH2:34])[CH2:27][C:28]2[CH:29]=[N:30][CH:31]=[CH:32][CH:33]=2)=[CH:20][CH:19]=1)[NH:5][C:6]([C:8]1[C:13]([CH3:14])=[CH:12][CH:11]=[CH:10][C:9]=1[CH2:15][CH3:16])=[S:7]. The catalyst is CN1C(=O)CCC1.CCCCCC. (2) The reactants are [NH:1]1[C:5]2=[N:6][CH:7]=[CH:8][CH:9]=[C:4]2[CH:3]=[CH:2]1.[Br:10][C:11]1[CH:19]=[CH:18][C:14]([C:15](Cl)=[O:16])=[CH:13][N:12]=1.[Cl-].[Cl-].[Cl-].[Al+3]. The catalyst is ClCCl. The product is [Br:10][C:11]1[N:12]=[CH:13][C:14]([C:15]([C:3]2[C:4]3[C:5](=[N:6][CH:7]=[CH:8][CH:9]=3)[NH:1][CH:2]=2)=[O:16])=[CH:18][CH:19]=1. The yield is 0.110. (3) The reactants are FC(F)(F)C(O)=O.[NH2:8][CH:9]1[CH2:14][CH2:13][N:12]([CH2:15][CH2:16][N:17]2[C:26]3[C:21](=[CH:22][CH:23]=[C:24]([Cl:27])[N:25]=3)[CH:20]=[CH:19][C:18]2=[O:28])[CH2:11][CH2:10]1.C(N(C(C)C)CC)(C)C.[O:38]1[C:47]2[CH:46]=[C:45]([CH:48]=O)[N:44]=[CH:43][C:42]=2[O:41][CH2:40][CH2:39]1.C([BH3-])#N.[Na+]. The catalyst is ClCCl.C(#N)C.O.CO. The product is [Cl:27][C:24]1[N:25]=[C:26]2[C:21]([CH:20]=[CH:19][C:18](=[O:28])[N:17]2[CH2:16][CH2:15][N:12]2[CH2:11][CH2:10][CH:9]([NH:8][CH2:48][C:45]3[N:44]=[CH:43][C:42]4[O:41][CH2:40][CH2:39][O:38][C:47]=4[CH:46]=3)[CH2:14][CH2:13]2)=[CH:22][CH:23]=1. The yield is 0.110. (4) The reactants are [C:1]([O:5][C:6](=[O:39])[N:7]([CH2:11][C:12]1[CH:13]=[N:14][CH:15]=[C:16]([C:19]2[CH:20]=[C:21]3[C:25](=[CH:26][CH:27]=2)[N:24]([CH2:28][C:29]2[CH:34]=[CH:33][C:32]([O:35][CH3:36])=[CH:31][CH:30]=2)[N:23]=[C:22]3[CH:37]=O)[C:17]=1[CH3:18])[CH:8]([CH3:10])[CH3:9])([CH3:4])([CH3:3])[CH3:2].Cl.NO.C([N:45](CC)CC)C.ClC(Cl)(Cl)C(Cl)=O. The catalyst is C(#N)C. The product is [C:1]([O:5][C:6](=[O:39])[N:7]([CH2:11][C:12]1[CH:13]=[N:14][CH:15]=[C:16]([C:19]2[CH:20]=[C:21]3[C:25](=[CH:26][CH:27]=2)[N:24]([CH2:28][C:29]2[CH:34]=[CH:33][C:32]([O:35][CH3:36])=[CH:31][CH:30]=2)[N:23]=[C:22]3[C:37]#[N:45])[C:17]=1[CH3:18])[CH:8]([CH3:10])[CH3:9])([CH3:3])([CH3:4])[CH3:2]. The yield is 0.970. (5) The reactants are [CH:1]1([C:4]2[NH:8][C:7]3[C:9]([C:14]([OH:16])=O)=[CH:10][CH:11]=[C:12]([OH:13])[C:6]=3[N:5]=2)[CH2:3][CH2:2]1.[NH2:17][CH2:18][CH:19]1[CH2:22][N:21](C(OC(C)(C)C)=O)[CH2:20]1. No catalyst specified. The product is [NH:21]1[CH2:22][CH:19]([CH2:18][NH:17][C:14]([C:9]2[C:7]3[NH:8][C:4]([CH:1]4[CH2:2][CH2:3]4)=[N:5][C:6]=3[C:12]([OH:13])=[CH:11][CH:10]=2)=[O:16])[CH2:20]1. The yield is 0.310. (6) The reactants are [NH2:1][C:2]1[N:7]=[CH:6][N:5]=[C:4]2[N:8]([CH2:12][C:13]3[O:14][C:15]4[C:20]([C:21](=[O:29])[C:22]=3[C:23]3[CH:28]=[CH:27][CH:26]=[CH:25][CH:24]=3)=[CH:19][C:18]([F:30])=[CH:17][CH:16]=4)[N:9]=[C:10](I)[C:3]=12.C([N:38]1[C:46]2[C:41](=[CH:42][CH:43]=[C:44](B3OC(C)(C)C(C)(C)O3)[CH:45]=2)[C:40]([CH3:56])=[N:39]1)(OC(C)(C)C)=O.C(=O)([O-])[O-].[Na+].[Na+].ClCCl. The catalyst is CN(C=O)C.C(O)C.O. The product is [NH2:1][C:2]1[N:7]=[CH:6][N:5]=[C:4]2[N:8]([CH2:12][C:13]3[O:14][C:15]4[C:20]([C:21](=[O:29])[C:22]=3[C:23]3[CH:28]=[CH:27][CH:26]=[CH:25][CH:24]=3)=[CH:19][C:18]([F:30])=[CH:17][CH:16]=4)[N:9]=[C:10]([C:44]3[CH:45]=[C:46]4[C:41]([C:40]([CH3:56])=[N:39][NH:38]4)=[CH:42][CH:43]=3)[C:3]=12. The yield is 0.0400. (7) The reactants are [Cl:1][C:2]1[C:10]2[N:9]=[C:8]3[N:11]([C:15]4[CH:20]=[CH:19][C:18]([C:21]([OH:24])([CH3:23])[CH3:22])=[CH:17][C:16]=4[Cl:25])[CH2:12][CH2:13][CH2:14][N:7]3[C:6]=2[C:5]([CH:26]([OH:29])[CH2:27][CH3:28])=[CH:4][CH:3]=1.[C:30](OC(=O)C)(=[O:32])[CH3:31]. The catalyst is N1C=CC=CC=1. The product is [C:30]([O:29][CH:26]([C:5]1[C:6]2[N:7]3[CH2:14][CH2:13][CH2:12][N:11]([C:15]4[CH:20]=[CH:19][C:18]([C:21]([OH:24])([CH3:23])[CH3:22])=[CH:17][C:16]=4[Cl:25])[C:8]3=[N:9][C:10]=2[C:2]([Cl:1])=[CH:3][CH:4]=1)[CH2:27][CH3:28])(=[O:32])[CH3:31]. The yield is 0.550. (8) The reactants are [CH3:1][O:2][C:3](=[O:10])[C@@H:4]1[CH2:8][CH:7]([CH3:9])[CH2:6][NH:5]1.C(=O)([O-])O.[Na+].Cl[C:17]([O:19][CH2:20][C:21]1[CH:26]=[CH:25][CH:24]=[CH:23][CH:22]=1)=[O:18]. The catalyst is C1(C)C=CC=CC=1. The product is [CH3:1][O:2][C:3](=[O:10])[C@@H:4]1[CH2:8][CH:7]([CH3:9])[CH2:6][N:5]1[C:17]([O:19][CH2:20][C:21]1[CH:26]=[CH:25][CH:24]=[CH:23][CH:22]=1)=[O:18]. The yield is 0.990. (9) The reactants are [O:1]1[C:5]2[CH:6]=[CH:7][CH:8]=[CH:9][C:4]=2[CH:3]=[C:2]1[S:10]([NH:13][C:14]1[CH:19]=[C:18]([Cl:20])[CH:17]=[CH:16][C:15]=1[S:21][CH2:22][C:23]1[N:24]=[C:25]([NH:28]C(=O)OC(C)(C)C)[S:26][CH:27]=1)(=[O:12])=[O:11].C(O)(C(F)(F)F)=O. The catalyst is C(Cl)Cl. The product is [NH2:28][C:25]1[S:26][CH:27]=[C:23]([CH2:22][S:21][C:15]2[CH:16]=[CH:17][C:18]([Cl:20])=[CH:19][C:14]=2[NH:13][S:10]([C:2]2[O:1][C:5]3[CH:6]=[CH:7][CH:8]=[CH:9][C:4]=3[CH:3]=2)(=[O:12])=[O:11])[N:24]=1. The yield is 0.880.